Dataset: Forward reaction prediction with 1.9M reactions from USPTO patents (1976-2016). Task: Predict the product of the given reaction. (1) Given the reactants [CH:1]1([NH:7][C:8]2[NH:13][C:12](=O)[CH:11]=[C:10]([C:15]3[C:23]4[C:18](=[N:19][CH:20]=[CH:21][CH:22]=4)[NH:17][CH:16]=3)[N:9]=2)[CH2:6][CH2:5][CH2:4][CH2:3][CH2:2]1.P(Cl)(Cl)([Cl:26])=O.N1C=CC=CC=1, predict the reaction product. The product is: [Cl:26][C:12]1[CH:11]=[C:10]([C:15]2[C:23]3[C:18](=[N:19][CH:20]=[CH:21][CH:22]=3)[NH:17][CH:16]=2)[N:9]=[C:8]([NH:7][CH:1]2[CH2:6][CH2:5][CH2:4][CH2:3][CH2:2]2)[N:13]=1. (2) The product is: [Cl:18][C:15]1[N:14]=[C:13]([NH:19][CH:20]2[CH2:21][CH2:22][NH:23][CH2:24][CH2:25]2)[C:12]([NH2:11])=[CH:17][N:16]=1. Given the reactants ClC(OC1C=CC=CC=1)=O.[NH2:11][C:12]1[C:13]([NH:19][CH:20]2[CH2:25][CH2:24][N:23](C(OC(C)(C)C)=O)[CH2:22][CH2:21]2)=[N:14][C:15]([Cl:18])=[N:16][CH:17]=1.C([O-])(O)=O.[Na+], predict the reaction product. (3) Given the reactants Br[C:2]1[CH:10]=[CH:9][CH:8]=[C:7]2[C:3]=1[CH:4]=[CH:5][N:6]2[S:11]([C:14]1[CH:19]=[CH:18][C:17]([CH3:20])=[CH:16][CH:15]=1)(=[O:13])=[O:12].[CH2:21]([Sn](CCCC)(CCCC)C=C)[CH2:22]CC, predict the reaction product. The product is: [CH3:20][C:17]1[CH:18]=[CH:19][C:14]([S:11]([N:6]2[C:7]3[C:3](=[C:2]([CH:21]=[CH2:22])[CH:10]=[CH:9][CH:8]=3)[CH:4]=[CH:5]2)(=[O:13])=[O:12])=[CH:15][CH:16]=1. (4) Given the reactants [NH2:1][C:2]1[CH:3]=[C:4]2[C:8](=[CH:9][CH:10]=1)[N:7]([CH2:11][C:12]1[CH:17]=[CH:16][CH:15]=[CH:14][CH:13]=1)[C:6]([C:18]([O:20]CC)=[O:19])=[C:5]2[C:23]1[CH:28]=[CH:27][CH:26]=[CH:25][CH:24]=1.[CH:29]1[C:37]2[C:36]3[CH:38]=[CH:39][CH:40]=[CH:41][C:35]=3[S:34][C:33]=2[C:32](B(O)O)=[CH:31][CH:30]=1, predict the reaction product. The product is: [CH2:11]([N:7]1[C:8]2[C:4](=[CH:3][C:2]([NH:1][C:32]3[C:33]4[S:34][C:35]5[CH:41]=[CH:40][CH:39]=[CH:38][C:36]=5[C:37]=4[CH:29]=[CH:30][CH:31]=3)=[CH:10][CH:9]=2)[C:5]([C:23]2[CH:28]=[CH:27][CH:26]=[CH:25][CH:24]=2)=[C:6]1[C:18]([OH:20])=[O:19])[C:12]1[CH:17]=[CH:16][CH:15]=[CH:14][CH:13]=1. (5) Given the reactants ClC1C=CC(C2(O)CCN(CCC=C3C4C(=NC=CC=4)OC4C=CC=C(OCC(OCC)=O)C=4C3)CC2)=CC=1.[Cl:40][C:41]1[CH:46]=[CH:45][C:44]([CH:47]2[CH2:52][CH2:51][N:50]([CH2:53][CH2:54][CH:55]=[C:56]3[C:66]4[C:61](=[N:62][CH:63]=[CH:64][CH:65]=4)[O:60][C:59]4[CH:67]=[CH:68][CH:69]=[C:70]([O:71][C:72]([C:75]([O:77]CC)=[O:76])([CH3:74])[CH3:73])[C:58]=4[CH2:57]3)[CH2:49][CH2:48]2)=[CH:43][CH:42]=1, predict the reaction product. The product is: [C:75]([C:72]([O:71][C:70]1[C:58]2[CH2:57][C:56](=[CH:55][CH2:54][CH2:53][N:50]3[CH2:49][CH2:48][CH:47]([C:44]4[CH:43]=[CH:42][C:41]([Cl:40])=[CH:46][CH:45]=4)[CH2:52][CH2:51]3)[C:66]3[C:61]([O:60][C:59]=2[CH:67]=[CH:68][CH:69]=1)=[N:62][CH:63]=[CH:64][CH:65]=3)([CH3:74])[CH3:73])([OH:77])=[O:76].